Task: Regression/Classification. Given a drug SMILES string, predict its absorption, distribution, metabolism, or excretion properties. Task type varies by dataset: regression for continuous measurements (e.g., permeability, clearance, half-life) or binary classification for categorical outcomes (e.g., BBB penetration, CYP inhibition). Dataset: cyp3a4_veith.. Dataset: CYP3A4 inhibition data for predicting drug metabolism from PubChem BioAssay (1) The compound is COc1ccc2c(c1)[C@]13CCCC[C@@H]1[C@H](C2)N(C)CC3. The result is 0 (non-inhibitor). (2) The molecule is COc1cc2c(CCNC(C)=O)c[nH]c2cc1Cl. The result is 1 (inhibitor). (3) The drug is NC(=O)C1(N2CCCCC2)CCN(C(=O)c2ccc(-n3cnnn3)cc2)CC1. The result is 0 (non-inhibitor). (4) The molecule is CCn1c(SCC(=O)OC)nnc1C1CCCCC1. The result is 0 (non-inhibitor). (5) The molecule is CC(=O)OCC(=O)[C@@]12OC(C)(C)O[C@@H]1C[C@H]1[C@H]3C[C@H](F)C4=CC(=O)C=C[C@@]4(C)[C@]3(F)[C@H](O)C[C@@]12C. The result is 0 (non-inhibitor).